This data is from Experimentally validated miRNA-target interactions with 360,000+ pairs, plus equal number of negative samples. The task is: Binary Classification. Given a miRNA mature sequence and a target amino acid sequence, predict their likelihood of interaction. The miRNA is hsa-miR-455-5p with sequence UAUGUGCCUUUGGACUACAUCG. The protein sequence of the target gene is MGEIEQKPTPASRLGAPENSGISTLERGQKPPPTPSGKLMTVKIQMLDDTQEAFEVPQRAPGKVLFDAVCNHLNLVEGDYFGLEFPDHRKIVVWLDLLKPIVKQIRRPKHVVVKFVVKFFPPDHTQLQEELTRYLFALQVKQDLAQGRLTCNDTSAALLISHIVQSEIGDFDEALDREHLAKNKYVPQQDALEDRIMEFHHSHVGQTPAESDFQLLEVARRLEMYGIRLHPAKDREGTKINLAVANTGILVFQGFTKINAFNWAKVRKLSFKRKRFLIKLRPDVNSSYQDTLEFLMAGRD.... Result: 0 (no interaction).